This data is from Full USPTO retrosynthesis dataset with 1.9M reactions from patents (1976-2016). The task is: Predict the reactants needed to synthesize the given product. Given the product [I:28][C:29]1[CH:34]=[CH:33][CH:32]=[CH:31][C:30]=1[N:35]1[CH2:11][CH2:12][N:13]([CH2:16][CH2:17][CH:18]2[CH2:19][C:20]3([CH2:24][CH2:25][CH2:27][CH2:26]3)[C:21](=[O:23])[O:22]2)[CH2:14][CH2:15]1, predict the reactants needed to synthesize it. The reactants are: N1C2C=CC=CC=2N=C1C1[CH2:15][CH2:14][N:13]([CH2:16][CH2:17][CH:18]2[O:22][C:21](=[O:23])[C:20]([CH2:26][CH3:27])([CH2:24][CH3:25])[CH2:19]2)[CH2:12][CH2:11]1.[I:28][C:29]1[CH:34]=[CH:33][CH:32]=[CH:31][C:30]=1[N:35]1CCNCC1.N1(C2C=CC=CC=2C#N)CCNCC1.CC1C=CC(S(OCCC2CC3(CCCC3)C(=O)O2)(=O)=O)=CC=1.CC1C=CC(S(OCCC2CC(CC)(CC)C(=O)O2)(=O)=O)=CC=1.